Predict which catalyst facilitates the given reaction. From a dataset of Catalyst prediction with 721,799 reactions and 888 catalyst types from USPTO. (1) Reactant: [NH2:1][N:2]1[C:11]2[C:6](=[CH:7][CH:8]=[CH:9][CH:10]=2)[C:5]([OH:12])=[C:4]([C:13]2[NH:18][C:17]3[CH:19]=[CH:20][C:21]([O:23][CH2:24][C:25]4[CH:30]=[CH:29][CH:28]=[CH:27][CH:26]=4)=[CH:22][C:16]=3[S:15](=[O:32])(=[O:31])[N:14]=2)[C:3]1=[O:33].[CH:34]1([CH:37]=O)[CH2:36][CH2:35]1. Product: [CH2:24]([O:23][C:21]1[CH:20]=[CH:19][C:17]2[NH:18][C:13]([C:4]3[C:3](=[O:33])[N:2]([N:1]=[CH:37][CH:34]4[CH2:36][CH2:35]4)[C:11]4[C:6]([C:5]=3[OH:12])=[CH:7][CH:8]=[CH:9][CH:10]=4)=[N:14][S:15](=[O:32])(=[O:31])[C:16]=2[CH:22]=1)[C:25]1[CH:26]=[CH:27][CH:28]=[CH:29][CH:30]=1. The catalyst class is: 80. (2) Reactant: Cl.[NH2:2][C:3]1[C:12]2[N:13]=[C:14]([CH2:20][CH2:21][CH2:22][CH2:23][NH:24]C(=O)OC(C)(C)C)[N:15]([CH2:16][CH2:17][CH2:18][CH3:19])[C:11]=2[C:10]2[CH:9]=[CH:8][CH:7]=[CH:6][C:5]=2[N:4]=1. Product: [NH2:24][CH2:23][CH2:22][CH2:21][CH2:20][C:14]1[N:15]([CH2:16][CH2:17][CH2:18][CH3:19])[C:11]2[C:10]3[CH:9]=[CH:8][CH:7]=[CH:6][C:5]=3[N:4]=[C:3]([NH2:2])[C:12]=2[N:13]=1. The catalyst class is: 8. (3) Reactant: [Cl:1][C:2]1[CH:3]=[C:4]([CH:7]=[C:8]([Cl:10])[CH:9]=1)[CH:5]=[O:6].[CH:11]([Mg]Br)=[CH2:12].Cl.CCOC(C)=O. Product: [Cl:1][C:2]1[CH:3]=[C:4]([CH:5]([OH:6])[CH:11]=[CH2:12])[CH:7]=[C:8]([Cl:10])[CH:9]=1. The catalyst class is: 1. (4) Reactant: CO.[C:3]1([CH2:9][CH2:10][CH:11]2[CH2:16][CH2:15][NH:14][CH2:13][CH2:12]2)[CH:8]=[CH:7][CH:6]=[CH:5][CH:4]=1.[C:17]1(=O)[CH2:22][CH2:21][CH2:20][CH2:19][CH2:18]1.C([BH3-])#N.[Na+]. The catalyst class is: 4. Product: [CH:17]1([N:14]2[CH2:13][CH2:12][CH:11]([CH2:10][CH2:9][C:3]3[CH:8]=[CH:7][CH:6]=[CH:5][CH:4]=3)[CH2:16][CH2:15]2)[CH2:22][CH2:21][CH2:20][CH2:19][CH2:18]1. (5) Reactant: [F:1][C:2]1[C:3]([CH2:8]O)=[N:4][N:5]([CH3:7])[CH:6]=1.S(Cl)([Cl:12])=O. Product: [Cl:12][CH2:8][C:3]1[C:2]([F:1])=[CH:6][N:5]([CH3:7])[N:4]=1. The catalyst class is: 2. (6) Reactant: C(Cl)(=O)C(Cl)=O.CS(C)=O.[CH3:11][O:12][C:13]1[C:18]2[C:19]([C:29]3[CH:34]=[CH:33][C:32]([N:35]4[CH2:40][CH2:39][O:38][CH2:37][CH2:36]4)=[CH:31][CH:30]=3)=[N:20][N:21]([CH:22]3[CH2:27][CH2:26][CH2:25][CH2:24][CH:23]3[OH:28])[C:17]=2[CH:16]=[CH:15][N:14]=1.C(N(CC)CC)C. Product: [CH3:11][O:12][C:13]1[C:18]2[C:19]([C:29]3[CH:34]=[CH:33][C:32]([N:35]4[CH2:40][CH2:39][O:38][CH2:37][CH2:36]4)=[CH:31][CH:30]=3)=[N:20][N:21]([CH:22]3[CH2:27][CH2:26][CH2:25][CH2:24][C:23]3=[O:28])[C:17]=2[CH:16]=[CH:15][N:14]=1. The catalyst class is: 4. (7) Reactant: [CH3:1][O:2][C:3](=[O:18])[CH2:4][C:5]1[CH:14]=[C:13]([OH:15])[C:12]2[C:7](=[CH:8][CH:9]=[C:10]([F:16])[CH:11]=2)[C:6]=1[F:17].Br[C:20]1[CH:25]=[CH:24][C:23]([S:26]([CH3:29])(=[O:28])=[O:27])=[CH:22][N:21]=1.C(=O)([O-])[O-].[K+].[K+].Cl. Product: [CH3:1][O:2][C:3](=[O:18])[CH2:4][C:5]1[CH:14]=[C:13]([O:15][C:20]2[CH:25]=[CH:24][C:23]([S:26]([CH3:29])(=[O:28])=[O:27])=[CH:22][N:21]=2)[C:12]2[C:7](=[CH:8][CH:9]=[C:10]([F:16])[CH:11]=2)[C:6]=1[F:17]. The catalyst class is: 9. (8) Reactant: CC(C)([O-])C.[Na+].[OH:7][CH2:8][CH2:9][C@H:10]1[CH2:12][C@@H:11]1[CH:13]1[CH2:18][CH2:17][N:16]([C:19]([O:21][CH2:22][C:23]2[CH:28]=[CH:27][CH:26]=[CH:25][CH:24]=2)=[O:20])[CH2:15][CH2:14]1.Br[C:30]1[CH:35]=[CH:34][C:33]([S:36]([CH3:39])(=[O:38])=[O:37])=[CH:32][N:31]=1. Product: [CH3:39][S:36]([C:33]1[CH:34]=[CH:35][C:30]([O:7][CH2:8][CH2:9][C@H:10]2[CH2:12][C@@H:11]2[CH:13]2[CH2:18][CH2:17][N:16]([C:19]([O:21][CH2:22][C:23]3[CH:24]=[CH:25][CH:26]=[CH:27][CH:28]=3)=[O:20])[CH2:15][CH2:14]2)=[N:31][CH:32]=1)(=[O:38])=[O:37]. The catalyst class is: 1.